From a dataset of Full USPTO retrosynthesis dataset with 1.9M reactions from patents (1976-2016). Predict the reactants needed to synthesize the given product. (1) Given the product [Br:17][C:3]1[C:2]([F:1])=[CH:8][C:6]([NH2:7])=[C:5]([O:9][CH3:10])[CH:4]=1, predict the reactants needed to synthesize it. The reactants are: [F:1][C:2]1[CH:3]=[CH:4][C:5]([O:9][CH3:10])=[C:6]([CH:8]=1)[NH2:7].C1C=C[NH+]=CC=1.[Br:17][Br-]Br. (2) Given the product [CH2:1]([C:4]1([C:15]2[CH:20]=[CH:19][C:18]([C:28]3[CH:27]=[CH:26][C:25]([N:38]4[CH2:42][CH:41]([CH2:43][NH:44][C:45](=[O:47])[CH3:46])[O:40][C:39]4=[O:48])=[CH:24][C:23]=3[F:22])=[CH:17][CH:16]=2)[O:8][C:7]2=[N:9][C:10]([N+:12]([O-:14])=[O:13])=[CH:11][N:6]2[CH2:5]1)[CH:2]=[CH2:3], predict the reactants needed to synthesize it. The reactants are: [CH2:1]([C:4]1([C:15]2[CH:20]=[CH:19][C:18](Br)=[CH:17][CH:16]=2)[O:8][C:7]2=[N:9][C:10]([N+:12]([O-:14])=[O:13])=[CH:11][N:6]2[CH2:5]1)[CH:2]=[CH2:3].[F:22][C:23]1[CH:24]=[C:25]([N:38]2[CH2:42][CH:41]([CH2:43][NH:44][C:45](=[O:47])[CH3:46])[O:40][C:39]2=[O:48])[CH:26]=[CH:27][C:28]=1B1OC(C)(C)C(C)(C)O1.C([O-])([O-])=O.[K+].[K+]. (3) Given the product [CH2:10]([C:9]1[CH:8]=[CH:7][C:6]([CH:4]([CH3:5])[C:2]([O:1][CH2:23][CH2:22][C:17]2[CH:18]=[CH:19][CH:20]=[CH:21][N:16]=2)=[O:3])=[CH:15][CH:14]=1)[CH:11]([CH3:12])[CH3:13], predict the reactants needed to synthesize it. The reactants are: [OH:1][C:2]([CH:4]([C:6]1[CH:15]=[CH:14][C:9]([CH2:10][CH:11]([CH3:13])[CH3:12])=[CH:8][CH:7]=1)[CH3:5])=[O:3].[N:16]1[CH:21]=[CH:20][CH:19]=[CH:18][C:17]=1[CH2:22][CH2:23]O.Cl.C(N=C=NCCCN(C)C)C.Cl. (4) Given the product [Cl:35][C:17]1[C:18]([NH:20][C:21]2[CH:26]=[CH:25][C:24]([N:27]3[CH2:28][CH2:29][O:30][CH2:31][CH2:32]3)=[CH:23][C:22]=2[O:33][CH3:34])=[N:19][C:14]([NH:12][C:11]2[C:2]3[O:1][CH2:7][CH2:6][CH2:5][CH2:4][C:3]=3[CH:8]=[CH:9][CH:10]=2)=[N:15][CH:16]=1, predict the reactants needed to synthesize it. The reactants are: [O:1]1[CH2:7][CH2:6][CH2:5][CH2:4][C:3]2[CH:8]=[CH:9][CH:10]=[C:11]([NH2:12])[C:2]1=2.Cl[C:14]1[N:19]=[C:18]([NH:20][C:21]2[CH:26]=[CH:25][C:24]([N:27]3[CH2:32][CH2:31][O:30][CH2:29][CH2:28]3)=[CH:23][C:22]=2[O:33][CH3:34])[C:17]([Cl:35])=[CH:16][N:15]=1. (5) The reactants are: [C:1]([O:5][C:6]([N:8]1[C:21]2[C:13](=[CH:14][C:15]3[O:16][C:17]([F:23])([F:22])[O:18][C:19]=3[CH:20]=2)[C:12](=[O:24])[CH2:11][CH2:10][CH2:9]1)=[O:7])([CH3:4])([CH3:3])[CH3:2].B.CSC.B1(C)OC(C2C=CC=CC=2)(C2C=CC=CC=2)[C@@H]2N1CCC2.C(OCC)(=O)C.CCCCCC. Given the product [C:1]([O:5][C:6]([N:8]1[C:21]2[C:13](=[CH:14][C:15]3[O:16][C:17]([F:23])([F:22])[O:18][C:19]=3[CH:20]=2)[C@H:12]([OH:24])[CH2:11][CH2:10][CH2:9]1)=[O:7])([CH3:4])([CH3:2])[CH3:3], predict the reactants needed to synthesize it.